This data is from Forward reaction prediction with 1.9M reactions from USPTO patents (1976-2016). The task is: Predict the product of the given reaction. (1) Given the reactants [CH:1]([NH:4][C:5]([C:7]1[C:15]2[C:10](=[N:11][CH:12]=[C:13]([O:16][C:17]3[CH:18]=[C:19]4[C:23](=[CH:24][CH:25]=3)[CH2:22][CH2:21][C@H:20]4[NH:26][S:27]([CH3:30])(=[O:29])=[O:28])[N:14]=2)[N:9](COCC[Si](C)(C)C)[CH:8]=1)=[O:6])([CH3:3])[CH3:2].[F-].C([N+](CCCC)(CCCC)CCCC)CCC.C(N)CN, predict the reaction product. The product is: [CH:1]([NH:4][C:5]([C:7]1[C:15]2[C:10](=[N:11][CH:12]=[C:13]([O:16][C:17]3[CH:18]=[C:19]4[C:23](=[CH:24][CH:25]=3)[CH2:22][CH2:21][C@H:20]4[NH:26][S:27]([CH3:30])(=[O:28])=[O:29])[N:14]=2)[NH:9][CH:8]=1)=[O:6])([CH3:3])[CH3:2]. (2) Given the reactants F[C:2]1[CH:3]=[N+:4]([O-:11])[CH:5]=[CH:6][C:7]=1[N+:8]([O-:10])=[O:9].[NH2:12][CH:13]1[CH2:18][CH2:17][N:16]([CH2:19][C:20]2[CH:25]=[CH:24][CH:23]=[CH:22][CH:21]=2)[CH2:15][CH2:14]1.C(N(CC)C(C)C)(C)C, predict the reaction product. The product is: [CH2:19]([N:16]1[CH2:17][CH2:18][CH:13]([NH:12][C:2]2[CH:3]=[N+:4]([O-:11])[CH:5]=[CH:6][C:7]=2[N+:8]([O-:10])=[O:9])[CH2:14][CH2:15]1)[C:20]1[CH:21]=[CH:22][CH:23]=[CH:24][CH:25]=1. (3) Given the reactants [CH2:1]([O:8][C:9]([NH:11][CH:12]([CH2:35][CH:36]([CH3:38])[CH3:37])[C:13]([NH:15][CH:16]([CH2:27][CH2:28][C:29]1[CH:34]=[CH:33][CH:32]=[CH:31][CH:30]=1)[CH:17]([C:19]1[O:20][CH:21]=[C:22]([C:24](O)=[O:25])[N:23]=1)[OH:18])=[O:14])=[O:10])[C:2]1[CH:7]=[CH:6][CH:5]=[CH:4][CH:3]=1.C1CN([P+](ON2N=[N:63][C:58]3[CH:59]=[CH:60][CH:61]=[CH:62][C:57]2=3)(N2CCCC2)N2CCCC2)CC1.F[P-](F)(F)(F)(F)F.NC1C=CC=CC=1.C(N(C(C)C)CC)(C)C, predict the reaction product. The product is: [CH3:37][CH:36]([CH3:38])[CH2:35][CH:12]([NH:11][C:9](=[O:10])[O:8][CH2:1][C:2]1[CH:7]=[CH:6][CH:5]=[CH:4][CH:3]=1)[C:13](=[O:14])[NH:15][CH:16]([CH2:27][CH2:28][C:29]1[CH:30]=[CH:31][CH:32]=[CH:33][CH:34]=1)[CH:17]([OH:18])[C:19]1[O:20][CH:21]=[C:22]([C:24](=[O:25])[NH:63][C:58]2[CH:57]=[CH:62][CH:61]=[CH:60][CH:59]=2)[N:23]=1. (4) Given the reactants Cl[C:2]1[C:11]2[C:6](=[CH:7][C:8]([O:14][CH3:15])=[C:9]([O:12][CH3:13])[CH:10]=2)[N:5]=[CH:4][C:3]=1[F:16].[OH:17][C:18]1[CH:19]=[C:20]2[C:25](=[CH:26][CH:27]=1)[C:24]([C:28]([OH:30])=[O:29])=[CH:23][CH:22]=[CH:21]2.C(P(C(C)(C)C)C1C=CC=CC=1C1C(C(C)C)=CC(C(C)C)=CC=1C(C)C)(C)(C)C.P([O-])([O-])([O-])=O.[K+].[K+].[K+], predict the reaction product. The product is: [F:16][C:3]1[CH:4]=[N:5][C:6]2[C:11]([C:2]=1[O:17][C:18]1[CH:19]=[C:20]3[C:25](=[CH:26][CH:27]=1)[C:24]([C:28]([OH:30])=[O:29])=[CH:23][CH:22]=[CH:21]3)=[CH:10][C:9]([O:12][CH3:13])=[C:8]([O:14][CH3:15])[CH:7]=2.